Dataset: NCI-60 drug combinations with 297,098 pairs across 59 cell lines. Task: Regression. Given two drug SMILES strings and cell line genomic features, predict the synergy score measuring deviation from expected non-interaction effect. Drug 1: CC1=C(C=C(C=C1)C(=O)NC2=CC(=CC(=C2)C(F)(F)F)N3C=C(N=C3)C)NC4=NC=CC(=N4)C5=CN=CC=C5. Drug 2: C1CN(P(=O)(OC1)NCCCl)CCCl. Cell line: OVCAR3. Synergy scores: CSS=7.16, Synergy_ZIP=6.19, Synergy_Bliss=5.49, Synergy_Loewe=2.25, Synergy_HSA=3.14.